From a dataset of Forward reaction prediction with 1.9M reactions from USPTO patents (1976-2016). Predict the product of the given reaction. (1) The product is: [NH3:12].[CH2:1]([O:8][C:9]1[CH:14]=[CH:13][N:12]([C:15]2[CH:16]=[N:17][C:18]([N:34]3[CH2:35][C@@H:36]4[C@@H:32]([CH2:31][N:30]([CH3:29])[CH2:37]4)[CH2:33]3)=[CH:19][CH:20]=2)[C:11](=[O:22])[CH:10]=1)[C:2]1[CH:7]=[CH:6][CH:5]=[CH:4][CH:3]=1. Given the reactants [CH2:1]([O:8][C:9]1[CH:14]=[CH:13][N:12]([C:15]2[CH:16]=[N:17][C:18](F)=[CH:19][CH:20]=2)[C:11](=[O:22])[CH:10]=1)[C:2]1[CH:7]=[CH:6][CH:5]=[CH:4][CH:3]=1.C(=O)([O-])[O-].[K+].[K+].[CH3:29][N:30]1[CH2:37][CH:36]2[CH:32]([CH2:33][NH:34][CH2:35]2)[CH2:31]1, predict the reaction product. (2) Given the reactants Br[C:2]1[CH:7]=[CH:6][C:5]([C@H:8]2[CH2:25][C@@:23]3([CH3:24])[C@@H:19]([CH2:20][C@@H:21]([CH3:31])[C@@H:22]3[C:26]([CH:28]3[CH2:30][CH2:29]3)=[O:27])[C@H:18]3[C:9]2=[C:10]2[C:15]([CH2:16][CH2:17]3)=[CH:14][C:13](=[O:32])[CH2:12][CH2:11]2)=[CH:4][CH:3]=1.[CH3:33][O:34][C:35]1[N:40]=[CH:39][C:38](B(O)O)=[CH:37][CH:36]=1, predict the reaction product. The product is: [CH:28]1([C:26]([C@H:22]2[C@H:21]([CH3:31])[CH2:20][C@H:19]3[C@H:18]4[C:9]([C@@H:8]([C:5]5[CH:6]=[CH:7][C:2]([C:38]6[CH:39]=[N:40][C:35]([O:34][CH3:33])=[CH:36][CH:37]=6)=[CH:3][CH:4]=5)[CH2:25][C@:23]23[CH3:24])=[C:10]2[C:15](=[CH:14][C:13](=[O:32])[CH2:12][CH2:11]2)[CH2:16][CH2:17]4)=[O:27])[CH2:30][CH2:29]1. (3) Given the reactants Br[C:2]1[CH:3]=[C:4]([O:9][CH3:10])[C:5]([NH2:8])=[N:6][CH:7]=1.[CH3:11][N:12](C)C=O, predict the reaction product. The product is: [NH2:8][C:5]1[N:6]=[CH:7][C:2]([C:11]#[N:12])=[CH:3][C:4]=1[O:9][CH3:10]. (4) Given the reactants [CH2:1]([C:3]1([CH2:16][C:17](=[O:19])[CH3:18])[CH2:12][CH2:11][C:10]2[C:5](=[CH:6][CH:7]=[C:8]([O:13][CH3:14])[CH:9]=2)[C:4]1=O)[CH3:2].[OH-].[K+], predict the reaction product. The product is: [CH2:1]([C:3]12[CH2:16][C:17](=[O:19])[CH:18]=[C:4]1[C:5]1[C:10]([CH2:11][CH2:12]2)=[CH:9][C:8]([O:13][CH3:14])=[CH:7][CH:6]=1)[CH3:2]. (5) Given the reactants [CH2:1]([O:3][C:4]([C:6]1[CH:7]=[N:8][C:9]2[C:14]([C:15]=1Cl)=[CH:13][C:12]([C:17]#[N:18])=[CH:11][CH:10]=2)=[O:5])[CH3:2].C(N(CC)CC)C, predict the reaction product. The product is: [CH2:1]([O:3][C:4]([C:6]1[CH:7]=[N:8][C:9]2[C:14]([CH:15]=1)=[CH:13][C:12]([C:17]#[N:18])=[CH:11][CH:10]=2)=[O:5])[CH3:2]. (6) Given the reactants Cl.[CH2:2]([O:9][C:10]1[CH:15]=[CH:14][C:13]([NH:16][C:17]2[C:26]3[C:21](=[CH:22][CH:23]=[C:24](I)[CH:25]=3)[N:20]=[CH:19][N:18]=2)=[CH:12][CH:11]=1)[C:3]1[CH:8]=[CH:7][CH:6]=[CH:5][CH:4]=1.[CH3:28][Si:29]([C:32]#[CH:33])([CH3:31])[CH3:30].C(N(CC)CC)C, predict the reaction product. The product is: [CH2:2]([O:9][C:10]1[CH:15]=[CH:14][C:13]([NH:16][C:17]2[C:26]3[C:21](=[CH:22][CH:23]=[C:24]([C:33]#[C:32][Si:29]([CH3:31])([CH3:30])[CH3:28])[CH:25]=3)[N:20]=[CH:19][N:18]=2)=[CH:12][CH:11]=1)[C:3]1[CH:8]=[CH:7][CH:6]=[CH:5][CH:4]=1. (7) Given the reactants [F:1][C@H:2]1[C@H:7]([O:8][C:9]2[CH:10]=[C:11]([F:33])[CH:12]=[C:13]3[C:18]=2[N:17]=[C:16]([C:19]2[N:23]4[CH:24]=[CH:25][C:26]([O:28][CH2:29][CH2:30][O:31][CH3:32])=[CH:27][C:22]4=[N:21][CH:20]=2)[CH:15]=[CH:14]3)[CH2:6][CH2:5][N:4](C(OCC2C=CC3C(=CC=CC=3)C=2)=O)[CH2:3]1.CCO.CCOC(C)=O.[ClH:57], predict the reaction product. The product is: [F:33][C:11]1[CH:12]=[C:13]2[C:18](=[C:9]([O:8][C@@H:7]3[CH2:6][CH2:5][NH:4][CH2:3][C@H:2]3[F:1])[CH:10]=1)[N:17]=[C:16]([C:19]1[N:23]3[CH:24]=[CH:25][C:26]([O:28][CH2:29][CH2:30][O:31][CH3:32])=[CH:27][C:22]3=[N:21][CH:20]=1)[CH:15]=[CH:14]2.[ClH:57].